Predict which catalyst facilitates the given reaction. From a dataset of Catalyst prediction with 721,799 reactions and 888 catalyst types from USPTO. (1) Reactant: [NH2:1][C:2]1[C:3]([F:23])=[C:4]([CH:17]=[CH:18][C:19]=1[N+:20]([O-:22])=[O:21])[O:5][C@@H:6]1[CH2:11][CH2:10][C@H:9]([C:12]([O:14][CH2:15][CH3:16])=[O:13])[CH2:8][CH2:7]1.N1C=CC=CC=1.Cl[C:31](=[O:36])[C:32]([O:34][CH3:35])=[O:33]. Product: [F:23][C:3]1[C:2]([NH:1][C:31]([C:32]([O:34][CH3:35])=[O:33])=[O:36])=[C:19]([N+:20]([O-:22])=[O:21])[CH:18]=[CH:17][C:4]=1[O:5][C@@H:6]1[CH2:11][CH2:10][C@H:9]([C:12]([O:14][CH2:15][CH3:16])=[O:13])[CH2:8][CH2:7]1. The catalyst class is: 2. (2) Reactant: C(O)(C(F)(F)F)=O.[CH3:8][O:9][C:10]([NH:12][C@H:13]([C:17]([N:19]1[CH2:23][CH2:22][CH2:21][C@H:20]1[C:24]1[NH:28][C:27]2[CH:29]=[CH:30][C:31]([C:33]3[CH:34]=[C:35]4[C:40](=[CH:41][CH:42]=3)[CH:39]=[C:38]([C:43]3[CH:63]=[CH:62][C:46]5[NH:47][C:48]([C@@H:50]6[CH2:54][CH2:53][CH2:52][N:51]6C(OC(C)(C)C)=O)=[N:49][C:45]=5[CH:44]=3)[CH:37]=[CH:36]4)=[CH:32][C:26]=2[N:25]=1)=[O:18])[CH:14]([CH3:16])[CH3:15])=[O:11]. Product: [CH3:15][CH:14]([CH3:16])[C@H:13]([NH:12][C:10](=[O:11])[O:9][CH3:8])[C:17]([N:19]1[CH2:23][CH2:22][CH2:21][C@H:20]1[C:24]1[NH:28][C:27]2[CH:29]=[CH:30][C:31]([C:33]3[CH:42]=[CH:41][C:40]4[C:35](=[CH:36][CH:37]=[C:38]([C:43]5[CH:63]=[CH:62][C:46]6[NH:47][C:48]([C@@H:50]7[CH2:54][CH2:53][CH2:52][NH:51]7)=[N:49][C:45]=6[CH:44]=5)[CH:39]=4)[CH:34]=3)=[CH:32][C:26]=2[N:25]=1)=[O:18]. The catalyst class is: 2. (3) Reactant: [NH2:1][C:2]1[N:7]=[C:6]2[N:8]([CH2:20][CH3:21])[C:9]([C:11]([N:13]([CH:17]3[CH2:19][CH2:18]3)[CH:14]3[CH2:16][CH2:15]3)=[O:12])=[CH:10][C:5]2=[C:4]2[N:22]([CH3:25])[CH:23]=[N:24][C:3]=12.Br[C:27]1[S:28][CH:29]=[CH:30][N:31]=1.C1C=CC(P(C2C(C3C(P(C4C=CC=CC=4)C4C=CC=CC=4)=CC=C4C=3C=CC=C4)=C3C(C=CC=C3)=CC=2)C2C=CC=CC=2)=CC=1.CC(C)([O-])C.[Na+]. Product: [CH:14]1([N:13]([CH:17]2[CH2:19][CH2:18]2)[C:11]([C:9]2[N:8]([CH2:20][CH3:21])[C:6]3=[N:7][C:2]([NH:1][C:27]4[S:28][CH:29]=[CH:30][N:31]=4)=[C:3]4[N:24]=[CH:23][N:22]([CH3:25])[C:4]4=[C:5]3[CH:10]=2)=[O:12])[CH2:16][CH2:15]1. The catalyst class is: 187. (4) Reactant: [Br:1][C:2]1[CH:17]=[CH:16][C:5]([O:6][CH2:7][CH2:8][N:9]2[CH2:14][CH2:13][N:12]([CH3:15])[CH2:11][CH2:10]2)=[CH:4][C:3]=1[F:18].C(=O)=O.CC(C)=O.[Li+].CC([N-]C(C)C)C.[Cl:34]C(Cl)(Cl)C(Cl)(Cl)Cl. Product: [Br:1][C:2]1[CH:17]=[CH:16][C:5]([O:6][CH2:7][CH2:8][N:9]2[CH2:10][CH2:11][N:12]([CH3:15])[CH2:13][CH2:14]2)=[C:4]([Cl:34])[C:3]=1[F:18]. The catalyst class is: 1.